This data is from Forward reaction prediction with 1.9M reactions from USPTO patents (1976-2016). The task is: Predict the product of the given reaction. (1) Given the reactants C([O:5][C:6](=[O:44])[CH2:7][N:8]1[C:12](=[O:13])[CH:11]([CH2:14][C:15]2[CH:20]=[CH:19][C:18]([N:21]3[CH2:26][CH2:25][CH:24]([NH:27][CH2:28][C@H:29]([OH:42])[C:30]4[CH:35]=[CH:34][C:33]([OH:36])=[C:32]([NH:37][S:38]([CH3:41])(=[O:40])=[O:39])[CH:31]=4)[CH2:23][CH2:22]3)=[CH:17][CH:16]=2)[S:10][C:9]1=[O:43])(C)(C)C.ClCCl.FC(F)(F)C(O)=O, predict the reaction product. The product is: [OH:42][C@H:29]([C:30]1[CH:35]=[CH:34][C:33]([OH:36])=[C:32]([NH:37][S:38]([CH3:41])(=[O:39])=[O:40])[CH:31]=1)[CH2:28][NH:27][CH:24]1[CH2:25][CH2:26][N:21]([C:18]2[CH:17]=[CH:16][C:15]([CH2:14][CH:11]3[S:10][C:9](=[O:43])[N:8]([CH2:7][C:6]([OH:44])=[O:5])[C:12]3=[O:13])=[CH:20][CH:19]=2)[CH2:22][CH2:23]1. (2) Given the reactants [C:1]1([C@H:7]2[C@@H:11]([C:12]3[CH:17]=[CH:16][CH:15]=[CH:14][CH:13]=3)[NH:10][C:9](=[S:18])[NH:8]2)[CH:6]=[CH:5][CH:4]=[CH:3][CH:2]=1.[F:19][C:20]1[CH:27]=[CH:26][C:23]([CH2:24][Cl:25])=[CH:22][CH:21]=1, predict the reaction product. The product is: [ClH:25].[F:19][C:20]1[CH:27]=[CH:26][C:23]([CH2:24][S:18][C:9]2[NH:8][C@H:7]([C:1]3[CH:2]=[CH:3][CH:4]=[CH:5][CH:6]=3)[C@H:11]([C:12]3[CH:13]=[CH:14][CH:15]=[CH:16][CH:17]=3)[N:10]=2)=[CH:22][CH:21]=1. (3) Given the reactants F[C:2]1[CH:11]=[C:10]2[C:5]([C:6]([CH3:14])=[C:7]([C:12]#[N:13])[CH:8]=[N:9]2)=[CH:4][C:3]=1[O:15][CH3:16].[CH3:17][O:18][CH2:19][CH2:20][NH:21][CH3:22], predict the reaction product. The product is: [CH3:16][O:15][C:3]1[CH:4]=[C:5]2[C:10](=[CH:11][C:2]=1[N:21]([CH2:20][CH2:19][O:18][CH3:17])[CH3:22])[N:9]=[CH:8][C:7]([C:12]#[N:13])=[C:6]2[CH3:14]. (4) Given the reactants O=[C:2]1[CH:7]=[N:6][C:5]([C:8]([OH:10])=O)=[CH:4][NH:3]1.[N:11]1([C:17]([O:19][C:20]([CH3:23])([CH3:22])[CH3:21])=[O:18])[CH2:16][CH2:15][NH:14][CH2:13][CH2:12]1.C(N(CC)CC)C.[ClH:31], predict the reaction product. The product is: [Cl:31][C:2]1[N:3]=[CH:4][C:5]([C:8]([N:14]2[CH2:15][CH2:16][N:11]([C:17]([O:19][C:20]([CH3:23])([CH3:22])[CH3:21])=[O:18])[CH2:12][CH2:13]2)=[O:10])=[N:6][CH:7]=1. (5) Given the reactants [NH:1]1[C:9]2[C:4](=[CH:5][CH:6]=[C:7]([CH2:10][CH2:11][N:12]([CH2:15][CH3:16])[CH2:13][CH3:14])[CH:8]=2)[CH:3]=[CH:2]1.C([O-])([O-])=O.[K+].[K+].[F:23][C:24]1[CH:29]=[CH:28][C:27](I)=[CH:26][CH:25]=1, predict the reaction product. The product is: [CH2:15]([N:12]([CH2:13][CH3:14])[CH2:11][CH2:10][C:7]1[CH:8]=[C:9]2[C:4]([CH:3]=[CH:2][N:1]2[C:27]2[CH:28]=[CH:29][C:24]([F:23])=[CH:25][CH:26]=2)=[CH:5][CH:6]=1)[CH3:16]. (6) Given the reactants Cl.[OH2:2].[F:3][C:4]1[CH:39]=[CH:38][C:7]2[NH:8][C:9]([C:11]([NH:13][C:14]34[C:32](=[O:33])[C:31]5[C:26](=[C:27]([N+:34]([O-])=O)[CH:28]=[CH:29][CH:30]=5)[C:15]3(O)[O:16][C:17]3[CH:22]=[C:21]([CH:23]([CH3:25])[CH3:24])[CH:20]=[CH:19][C:18]=34)=[O:12])=[N:10][C:6]=2[CH:5]=1, predict the reaction product. The product is: [NH2:34][C:27]1[CH:28]=[CH:29][CH:30]=[C:31]2[C:26]=1[C:15](=[O:16])[C:14]1([NH:13][C:11]([C:9]3[NH:8][C:7]4[CH:38]=[CH:39][C:4]([F:3])=[CH:5][C:6]=4[N:10]=3)=[O:12])[C:18]3[CH:17]=[CH:22][C:21]([CH:23]([CH3:25])[CH3:24])=[CH:20][C:19]=3[O:2][C:32]12[OH:33].